From a dataset of Forward reaction prediction with 1.9M reactions from USPTO patents (1976-2016). Predict the product of the given reaction. (1) Given the reactants [CH3:1][C:2]1[C:10]2[C:9](C=O)=[CH:8][S:7][C:6]=2[CH:5]=[CH:4][CH:3]=1.ClC1SC2C=CC=C(C)C=2C=1C=[O:25], predict the reaction product. The product is: [CH3:1][C:2]1[C:10]2[CH2:9][C:8](=[O:25])[S:7][C:6]=2[CH:5]=[CH:4][CH:3]=1. (2) Given the reactants [Cl:1][C:2]1[CH:10]=[CH:9][C:5]([C:6]([OH:8])=O)=[C:4]([N+:11]([O-:13])=[O:12])[CH:3]=1.[C:14](Cl)(=O)C(Cl)=O.C(OCC)(=O)CC(OCC)=O.[H-].[Na+], predict the reaction product. The product is: [Cl:1][C:2]1[CH:10]=[CH:9][C:5]([C:6](=[O:8])[CH3:14])=[C:4]([N+:11]([O-:13])=[O:12])[CH:3]=1. (3) The product is: [F:12][C:13]1[CH:14]=[CH:15][C:16]([N:19]2[CH2:24][CH2:23][N:22]([C:9]([C:7]3[O:8][C:4]([N+:1]([O-:3])=[O:2])=[CH:5][CH:6]=3)=[O:10])[CH2:21][CH2:20]2)=[CH:17][CH:18]=1. Given the reactants [N+:1]([C:4]1[O:8][C:7]([C:9](Cl)=[O:10])=[CH:6][CH:5]=1)([O-:3])=[O:2].[F:12][C:13]1[CH:18]=[CH:17][C:16]([N:19]2[CH2:24][CH2:23][NH:22][CH2:21][CH2:20]2)=[CH:15][CH:14]=1, predict the reaction product. (4) Given the reactants [F:1][C:2]1[CH:24]=[CH:23][C:5]([CH2:6][O:7][C:8]2[N:13]=[CH:12][C:11]([N:14]3[C:18](=[O:19])[CH2:17][CH:16]([C:20]([OH:22])=O)[CH2:15]3)=[CH:10][CH:9]=2)=[CH:4][CH:3]=1.Cl.CN.[CH2:28]([N:30](CC)CC)C, predict the reaction product. The product is: [CH3:28][NH:30][C:20]([CH:16]1[CH2:17][C:18](=[O:19])[N:14]([C:11]2[CH:12]=[N:13][C:8]([O:7][CH2:6][C:5]3[CH:4]=[CH:3][C:2]([F:1])=[CH:24][CH:23]=3)=[CH:9][CH:10]=2)[CH2:15]1)=[O:22]. (5) Given the reactants [CH2:1]([C:3]1[S:7][C:6]([N:8]=[CH:9]OCC)=[C:5]([C:13]#[N:14])[CH:4]=1)[CH3:2].[NH3:15], predict the reaction product. The product is: [CH2:1]([C:3]1[S:7][C:6]2[N:8]=[CH:9][N:15]=[C:13]([NH2:14])[C:5]=2[CH:4]=1)[CH3:2]. (6) Given the reactants Cl[C:2]1[C:3]([NH2:9])=[N:4][CH:5]=[N:6][C:7]=1Cl.[NH2:10][C:11]1[CH:12]=[C:13]([OH:17])[CH:14]=[CH:15][CH:16]=1.CC1(C)C(C)(C)OB([C:26]2[CH:38]=[CH:37][C:29]([O:30][C:31]3[CH:36]=[CH:35][CH:34]=[CH:33][N:32]=3)=[CH:28][CH:27]=2)O1.[C:40](Cl)(=[O:43])[CH:41]=[CH2:42], predict the reaction product. The product is: [NH2:9][C:3]1[N:4]=[CH:5][N:6]=[C:7]([O:17][C:13]2[CH:12]=[C:11]([NH:10][C:40](=[O:43])[CH:41]=[CH2:42])[CH:16]=[CH:15][CH:14]=2)[C:2]=1[C:26]1[CH:38]=[CH:37][C:29]([O:30][C:31]2[CH:36]=[CH:35][CH:34]=[CH:33][N:32]=2)=[CH:28][CH:27]=1.